From a dataset of NCI-60 drug combinations with 297,098 pairs across 59 cell lines. Regression. Given two drug SMILES strings and cell line genomic features, predict the synergy score measuring deviation from expected non-interaction effect. (1) Drug 1: CC(C1=C(C=CC(=C1Cl)F)Cl)OC2=C(N=CC(=C2)C3=CN(N=C3)C4CCNCC4)N. Drug 2: CC1=C2C(C(=O)C3(C(CC4C(C3C(C(C2(C)C)(CC1OC(=O)C(C(C5=CC=CC=C5)NC(=O)OC(C)(C)C)O)O)OC(=O)C6=CC=CC=C6)(CO4)OC(=O)C)O)C)O. Cell line: SF-539. Synergy scores: CSS=48.5, Synergy_ZIP=3.40, Synergy_Bliss=3.72, Synergy_Loewe=-24.0, Synergy_HSA=4.34. (2) Drug 1: CN(C)N=NC1=C(NC=N1)C(=O)N. Drug 2: C1=CC(=CC=C1CC(C(=O)O)N)N(CCCl)CCCl.Cl. Cell line: SF-539. Synergy scores: CSS=22.4, Synergy_ZIP=-5.58, Synergy_Bliss=1.62, Synergy_Loewe=-5.55, Synergy_HSA=0.634. (3) Drug 1: CN1CCC(CC1)COC2=C(C=C3C(=C2)N=CN=C3NC4=C(C=C(C=C4)Br)F)OC. Cell line: IGROV1. Synergy scores: CSS=72.1, Synergy_ZIP=10.7, Synergy_Bliss=9.93, Synergy_Loewe=12.2, Synergy_HSA=14.4. Drug 2: CC1=C2C(C(=O)C3(C(CC4C(C3C(C(C2(C)C)(CC1OC(=O)C(C(C5=CC=CC=C5)NC(=O)C6=CC=CC=C6)O)O)OC(=O)C7=CC=CC=C7)(CO4)OC(=O)C)O)C)OC(=O)C. (4) Drug 1: CN1CCC(CC1)COC2=C(C=C3C(=C2)N=CN=C3NC4=C(C=C(C=C4)Br)F)OC. Drug 2: CC=C1C(=O)NC(C(=O)OC2CC(=O)NC(C(=O)NC(CSSCCC=C2)C(=O)N1)C(C)C)C(C)C. Cell line: NCI-H322M. Synergy scores: CSS=67.2, Synergy_ZIP=-3.72, Synergy_Bliss=-2.48, Synergy_Loewe=-12.9, Synergy_HSA=0.450. (5) Drug 1: C1CCC(C1)C(CC#N)N2C=C(C=N2)C3=C4C=CNC4=NC=N3. Drug 2: C1=NC(=NC(=O)N1C2C(C(C(O2)CO)O)O)N. Cell line: U251. Synergy scores: CSS=0.497, Synergy_ZIP=-0.922, Synergy_Bliss=-2.70, Synergy_Loewe=-5.47, Synergy_HSA=-3.25. (6) Drug 1: C1CC(=O)NC(=O)C1N2CC3=C(C2=O)C=CC=C3N. Drug 2: CCC1=CC2CC(C3=C(CN(C2)C1)C4=CC=CC=C4N3)(C5=C(C=C6C(=C5)C78CCN9C7C(C=CC9)(C(C(C8N6C)(C(=O)OC)O)OC(=O)C)CC)OC)C(=O)OC.C(C(C(=O)O)O)(C(=O)O)O. Cell line: A549. Synergy scores: CSS=42.9, Synergy_ZIP=-1.46, Synergy_Bliss=-1.80, Synergy_Loewe=0.738, Synergy_HSA=0.839. (7) Drug 1: COC1=C(C=C2C(=C1)N=CN=C2NC3=CC(=C(C=C3)F)Cl)OCCCN4CCOCC4. Drug 2: CCN(CC)CCNC(=O)C1=C(NC(=C1C)C=C2C3=C(C=CC(=C3)F)NC2=O)C. Cell line: OVCAR3. Synergy scores: CSS=29.2, Synergy_ZIP=5.22, Synergy_Bliss=6.03, Synergy_Loewe=0.817, Synergy_HSA=2.47. (8) Drug 1: CC(CN1CC(=O)NC(=O)C1)N2CC(=O)NC(=O)C2. Drug 2: CC1=C2C(C(=O)C3(C(CC4C(C3C(C(C2(C)C)(CC1OC(=O)C(C(C5=CC=CC=C5)NC(=O)OC(C)(C)C)O)O)OC(=O)C6=CC=CC=C6)(CO4)OC(=O)C)O)C)O. Cell line: COLO 205. Synergy scores: CSS=62.8, Synergy_ZIP=-7.49, Synergy_Bliss=-10.9, Synergy_Loewe=-9.51, Synergy_HSA=-6.56. (9) Drug 1: C1=CC(=CC=C1CC(C(=O)O)N)N(CCCl)CCCl.Cl. Drug 2: CC1=C(C(CCC1)(C)C)C=CC(=CC=CC(=CC(=O)O)C)C. Cell line: HCT116. Synergy scores: CSS=8.58, Synergy_ZIP=-0.902, Synergy_Bliss=-0.383, Synergy_Loewe=-5.64, Synergy_HSA=-1.19. (10) Drug 1: CCC(=C(C1=CC=CC=C1)C2=CC=C(C=C2)OCCN(C)C)C3=CC=CC=C3.C(C(=O)O)C(CC(=O)O)(C(=O)O)O. Drug 2: CC1CCC2CC(C(=CC=CC=CC(CC(C(=O)C(C(C(=CC(C(=O)CC(OC(=O)C3CCCCN3C(=O)C(=O)C1(O2)O)C(C)CC4CCC(C(C4)OC)O)C)C)O)OC)C)C)C)OC. Cell line: HS 578T. Synergy scores: CSS=5.10, Synergy_ZIP=4.33, Synergy_Bliss=1.60, Synergy_Loewe=4.04, Synergy_HSA=0.136.